Dataset: Full USPTO retrosynthesis dataset with 1.9M reactions from patents (1976-2016). Task: Predict the reactants needed to synthesize the given product. (1) The reactants are: C(OC([N:8]1[CH2:13][CH2:12][N:11]([C:14]2[CH:19]=[CH:18][CH:17]=[C:16]([C:20]3[NH:24][C:23]4[CH:25]=[CH:26][CH:27]=[CH:28][C:22]=4[N:21]=3)[CH:15]=2)[CH2:10][CH2:9]1)=O)(C)(C)C.[ClH:29]. Given the product [ClH:29].[ClH:29].[N:11]1([C:14]2[CH:15]=[C:16]([C:20]3[NH:21][C:22]4[CH:28]=[CH:27][CH:26]=[CH:25][C:23]=4[N:24]=3)[CH:17]=[CH:18][CH:19]=2)[CH2:12][CH2:13][NH:8][CH2:9][CH2:10]1, predict the reactants needed to synthesize it. (2) Given the product [C:12]([C:14](=[CH:1][C:3]1[CH:11]=[C:10]2[C:6]([CH:7]=[N:8][NH:9]2)=[CH:5][CH:4]=1)[C:15]([NH:17][CH3:18])=[O:16])#[N:13], predict the reactants needed to synthesize it. The reactants are: [CH:1]([C:3]1[CH:11]=[C:10]2[C:6]([CH:7]=[N:8][NH:9]2)=[CH:5][CH:4]=1)=O.[C:12]([CH2:14][C:15]([NH:17][CH3:18])=[O:16])#[N:13].C1CCN2C(=NCCC2)CC1. (3) Given the product [F:16][C:17]1[CH:18]=[CH:19][C:20]([I:26])=[C:21]([C:22]([N:6]2[CH2:5][CH2:4][CH2:3][O:15][CH:14]2[CH2:13][C:11]2[CH:10]=[N:9][N:8]([C:5]3[CH:4]=[CH:3][C:2]([F:1])=[CH:7][N:6]=3)[CH:12]=2)=[O:24])[CH:25]=1, predict the reactants needed to synthesize it. The reactants are: [F:1][C:2]1[CH:3]=[CH:4][C:5]([N:8]2[CH:12]=[C:11]([CH2:13][CH2:14][OH:15])[CH:10]=[N:9]2)=[N:6][CH:7]=1.[F:16][C:17]1[CH:18]=[CH:19][C:20]([I:26])=[C:21]([CH:25]=1)[C:22]([OH:24])=O. (4) Given the product [ClH:1].[N+:2]([C:5]1[CH:10]=[CH:9][C:8]([C:11]2[CH2:16][CH2:15][NH:14][CH2:13][CH:12]=2)=[CH:7][CH:6]=1)([O-:4])=[O:3], predict the reactants needed to synthesize it. The reactants are: [ClH:1].[N+:2]([C:5]1[CH:10]=[CH:9][C:8]([C:11]2[CH2:12][CH2:13][N:14](C(OC(C)(C)C)=O)[CH2:15][CH:16]=2)=[CH:7][CH:6]=1)([O-:4])=[O:3]. (5) Given the product [CH3:1][N:2]1[CH2:15][CH2:14][C:5]2[N:6]([C:17]3[CH:22]=[N:21][C:20]([C:23]([F:26])([F:25])[F:24])=[CH:19][CH:18]=3)[C:7]3[CH:8]=[CH:9][C:10]([CH3:13])=[CH:11][C:12]=3[C:4]=2[CH2:3]1, predict the reactants needed to synthesize it. The reactants are: [CH3:1][N:2]1[CH2:15][CH2:14][C:5]2[NH:6][C:7]3[CH:8]=[CH:9][C:10]([CH3:13])=[CH:11][C:12]=3[C:4]=2[CH2:3]1.Br[C:17]1[CH:18]=[CH:19][C:20]([C:23]([F:26])([F:25])[F:24])=[N:21][CH:22]=1.[O-]P([O-])([O-])=O.[K+].[K+].[K+].N1CCC[C@H]1C(O)=O. (6) The reactants are: C(=O)([O-])[O-].[K+].[K+].[NH:7]1[CH:11]=[CH:10][CH:9]=[N:8]1.Br[C:13]1[CH:18]=[CH:17][CH:16]=[CH:15][C:14]=1[CH2:19][N:20]1[C@H:25]([CH:26]([CH2:29][CH3:30])[CH2:27][CH3:28])[C:24](=[O:31])[NH:23][C@H:22]([CH:32]2[CH2:40][C:39]3[C:34](=[CH:35][CH:36]=[CH:37][CH:38]=3)[CH2:33]2)[C:21]1=[O:41].CN1C(=O)CCC1. Given the product [CH2:33]1[C:34]2[C:39](=[CH:38][CH:37]=[CH:36][CH:35]=2)[CH2:40][CH:32]1[C@H:22]1[NH:23][C:24](=[O:31])[C@@H:25]([CH:26]([CH2:29][CH3:30])[CH2:27][CH3:28])[N:20]([CH2:19][C:14]2[CH:13]=[CH:18][CH:17]=[CH:16][C:15]=2[N:7]2[CH:11]=[CH:10][CH:9]=[N:8]2)[C:21]1=[O:41], predict the reactants needed to synthesize it.